This data is from Catalyst prediction with 721,799 reactions and 888 catalyst types from USPTO. The task is: Predict which catalyst facilitates the given reaction. (1) The catalyst class is: 2. Reactant: [CH2:1]([O:3][C:4](=[O:32])[CH2:5][C:6]1([NH:17][S:18]([C:21]2[CH:26]=[CH:25][C:24]([CH2:27][CH2:28][CH2:29][CH2:30][CH3:31])=[CH:23][CH:22]=2)(=[O:20])=[O:19])[CH2:9][N:8](C(OC(C)(C)C)=O)[CH2:7]1)[CH3:2].C(O)(C(F)(F)F)=O. Product: [CH2:27]([C:24]1[CH:23]=[CH:22][C:21]([S:18]([NH:17][C:6]2([CH2:5][C:4]([O:3][CH2:1][CH3:2])=[O:32])[CH2:9][NH:8][CH2:7]2)(=[O:20])=[O:19])=[CH:26][CH:25]=1)[CH2:28][CH2:29][CH2:30][CH3:31]. (2) Reactant: [C:1]([N:8]1[CH2:12][CH2:11][CH2:10][CH2:9]1)([O:3][C:4]([CH3:7])([CH3:6])[CH3:5])=[O:2].C([Li])(CC)C.[N:18]1[CH:23]=[CH:22][CH:21]=[CH:20][C:19]=1[CH:24]=[O:25]. Product: [OH:25][CH:24]([C:19]1[CH:20]=[CH:21][CH:22]=[CH:23][N:18]=1)[CH:12]1[CH2:11][CH2:10][CH2:9][N:8]1[C:1]([O:3][C:4]([CH3:7])([CH3:6])[CH3:5])=[O:2]. The catalyst class is: 27. (3) Reactant: [CH:1]#[C:2][CH2:3][NH:4][C@H:5]1[C:9]2[CH:10]=[CH:11][CH:12]=[CH:13][C:8]=2[CH2:7][CH2:6]1.[P:14](=[O:18])([OH:17])([OH:16])[OH:15]. Product: [CH:1]#[C:2][CH2:3][NH:4][C@H:5]1[C:9]2[CH:10]=[CH:11][CH:12]=[CH:13][C:8]=2[CH2:7][CH2:6]1.[P:14]([O-:18])([O-:17])([O-:16])=[O:15]. The catalyst class is: 41. (4) Reactant: [C:1]([O:5][C:6]([N:8]1[CH2:17][CH2:16][C:15]2[C:10](=[CH:11][C:12]([CH2:18]Br)=[CH:13][CH:14]=2)[CH2:9]1)=[O:7])([CH3:4])([CH3:3])[CH3:2].[C-:20]#[N:21].[Na+]. Product: [C:1]([O:5][C:6]([N:8]1[CH2:17][CH2:16][C:15]2[C:10](=[CH:11][C:12]([CH2:18][C:20]#[N:21])=[CH:13][CH:14]=2)[CH2:9]1)=[O:7])([CH3:4])([CH3:3])[CH3:2]. The catalyst class is: 3. (5) Reactant: [CH3:1][C:2]1[CH:7]=[CH:6][C:5]([NH2:8])=[C:4]([NH2:9])[CH:3]=1.[CH:10]([CH:12]=O)=O. Product: [CH3:1][C:2]1[CH:3]=[C:4]2[C:5](=[CH:6][CH:7]=1)[N:8]=[CH:12][CH:10]=[N:9]2. The catalyst class is: 5. (6) Reactant: [CH2:1]([O:3][C:4]([N:6]1[CH2:11][CH2:10][NH:9][CH2:8][CH2:7]1)=[O:5])[CH3:2].[Cl:12][CH2:13][C:14](Cl)=[O:15].CCN(C(C)C)C(C)C. Product: [Cl:12][CH2:13][C:14]([N:9]1[CH2:8][CH2:7][N:6]([C:4]([O:3][CH2:1][CH3:2])=[O:5])[CH2:11][CH2:10]1)=[O:15]. The catalyst class is: 2. (7) Reactant: [N:1]1[CH:6]=[CH:5][CH:4]=[CH:3][C:2]=1[OH:7].I[C:9]1[CH:15]=[CH:14][C:12]([NH2:13])=[CH:11][CH:10]=1.N1C2C(=CC=CC=2O)C=CC=1.C([O-])([O-])=O.[Cs+].[Cs+]. Product: [NH2:13][C:12]1[CH:14]=[CH:15][C:9]([N:1]2[CH:6]=[CH:5][CH:4]=[CH:3][C:2]2=[O:7])=[CH:10][CH:11]=1. The catalyst class is: 156.